This data is from Catalyst prediction with 721,799 reactions and 888 catalyst types from USPTO. The task is: Predict which catalyst facilitates the given reaction. (1) Reactant: [F:1][C:2]1[CH:3]=[C:4]([C:13]2[N:18]=[C:17]([C:19]3[C:23]([CH3:25])([CH3:24])[CH2:22][C:21]([CH3:27])([CH3:26])[CH:20]=3)[C:16]([C:28]([O:30]CC)=[O:29])=[CH:15][CH:14]=2)[CH:5]=[C:6]([O:8][CH2:9][CH:10]([CH3:12])[CH3:11])[CH:7]=1.[OH-].[Na+].Cl. Product: [F:1][C:2]1[CH:3]=[C:4]([C:13]2[N:18]=[C:17]([C:19]3[C:23]([CH3:24])([CH3:25])[CH2:22][C:21]([CH3:27])([CH3:26])[CH:20]=3)[C:16]([C:28]([OH:30])=[O:29])=[CH:15][CH:14]=2)[CH:5]=[C:6]([O:8][CH2:9][CH:10]([CH3:12])[CH3:11])[CH:7]=1. The catalyst class is: 30. (2) Reactant: N1C=CC=CC=1.[CH3:7][S:8](Cl)(=[O:10])=[O:9].O.[Cl-].[Na+].[NH2:15][C:16]1[CH:17]=[C:18]([C:33]([O:35][CH3:36])=[O:34])[C:19]2[CH2:20][N:21]([CH:26]([CH2:30][CH2:31][CH3:32])[CH2:27][CH2:28][CH3:29])[C:22](=[O:25])[C:23]=2[CH:24]=1. Product: [CH3:7][S:8]([NH:15][C:16]1[CH:17]=[C:18]([C:33]([O:35][CH3:36])=[O:34])[C:19]2[CH2:20][N:21]([CH:26]([CH2:30][CH2:31][CH3:32])[CH2:27][CH2:28][CH3:29])[C:22](=[O:25])[C:23]=2[CH:24]=1)(=[O:10])=[O:9]. The catalyst class is: 4. (3) Reactant: [S:1]1[C:5]2[CH:6]=[CH:7][CH:8]=[CH:9][C:4]=2[N:3]=[C:2]1[CH2:10][N:11]1[C:16](=[O:17])[C:15]([C:18](OCC)=[O:19])=[C:14]([OH:23])[C:13]([CH:24]([CH3:26])[CH3:25])=[N:12]1.[H-].[Na+].BrCC1SC2C=CC=CC=2[N:35]=1.Cl.CC[O:43][C:44]([CH3:46])=[O:45]. Product: [S:1]1[C:5]2[CH:6]=[CH:7][CH:8]=[CH:9][C:4]=2[N:3]=[C:2]1[CH2:10][N:11]1[C:16](=[O:17])[C:15]([C:18]([NH:35][CH2:46][C:44]([OH:43])=[O:45])=[O:19])=[C:14]([OH:23])[C:13]([CH:24]([CH3:26])[CH3:25])=[N:12]1. The catalyst class is: 35. (4) Reactant: CC1(C)C2C=CC=C(P(C3C=CC=CC=3)C3C=CC=CC=3)C=2OC2C1=CC=CC=2P(C1C=CC=CC=1)C1C=CC=CC=1.C(=O)([O-])[O-].[Cs+].[Cs+].[Cl:49][C:50]1[CH:55]=[C:54](I)[C:53]([Cl:57])=[CH:52][N:51]=1.[NH2:58][C:59]1[C:68]([F:69])=[CH:67][CH:66]=[CH:65][C:60]=1[C:61]([NH:63][CH3:64])=[O:62]. Product: [Cl:49][C:50]1[CH:55]=[C:54]([NH:58][C:59]2[C:68]([F:69])=[CH:67][CH:66]=[CH:65][C:60]=2[C:61]([NH:63][CH3:64])=[O:62])[C:53]([Cl:57])=[CH:52][N:51]=1. The catalyst class is: 160. (5) Product: [F:27][C:4]([F:3])([F:26])[C:5]1[CH:6]=[CH:7][C:8]([CH:11]2[NH:20][CH2:19][CH2:18][C:17]3[N:16]=[CH:15][CH:14]=[CH:13][C:12]2=3)=[CH:9][CH:10]=1. Reactant: [OH-].[K+].[F:3][C:4]([F:27])([F:26])[C:5]1[CH:10]=[CH:9][C:8]([CH:11]2[N:20](C(OCC)=O)[CH2:19][CH2:18][C:17]3[N:16]=[CH:15][CH:14]=[CH:13][C:12]2=3)=[CH:7][CH:6]=1. The catalyst class is: 14. (6) Reactant: C(=O)([O-])[O-].[K+].[K+].C[Si]([C:11]#[C:12][C:13]1[CH:14]=[C:15]([CH:28]=[CH:29][CH:30]=1)[CH2:16][CH2:17][O:18][CH2:19][CH2:20][C:21]([O:23][C:24]([CH3:27])([CH3:26])[CH3:25])=[O:22])(C)C.CO. Product: [C:12]([C:13]1[CH:14]=[C:15]([CH:28]=[CH:29][CH:30]=1)[CH2:16][CH2:17][O:18][CH2:19][CH2:20][C:21]([O:23][C:24]([CH3:26])([CH3:27])[CH3:25])=[O:22])#[CH:11]. The catalyst class is: 34. (7) Reactant: [NH2:1][C@@H:2]1[CH2:7][CH2:6][CH2:5][CH2:4][C@H:3]1[C:8]([OH:10])=[O:9].[C:11]1([CH3:21])[CH:16]=[CH:15][C:14]([S:17](Cl)(=[O:19])=[O:18])=[CH:13][CH:12]=1.[OH-].[Na+].Cl. Product: [CH3:21][C:11]1[CH:16]=[CH:15][C:14]([S:17]([NH:1][C@@H:2]2[CH2:7][CH2:6][CH2:5][CH2:4][C@H:3]2[C:8]([OH:10])=[O:9])(=[O:19])=[O:18])=[CH:13][CH:12]=1. The catalyst class is: 97. (8) Reactant: [CH3:1][C:2]1[CH:3]=[C:4]([NH:8][C:9](=O)[CH2:10][O:11][C:12]2[CH:17]=[CH:16][C:15]([O:18][C:19]3[C:28]4[C:23](=[CH:24][C:25]([O:31][CH3:32])=[C:26]([O:29][CH3:30])[CH:27]=4)[N:22]=[CH:21][CH:20]=3)=[CH:14][CH:13]=2)[CH:5]=[CH:6][CH:7]=1.Cl.[OH-].[Na+]. Product: [CH3:30][O:29][C:26]1[CH:27]=[C:28]2[C:23](=[CH:24][C:25]=1[O:31][CH3:32])[N:22]=[CH:21][CH:20]=[C:19]2[O:18][C:15]1[CH:16]=[CH:17][C:12]([O:11][CH2:10][CH2:9][NH:8][C:4]2[CH:5]=[CH:6][CH:7]=[C:2]([CH3:1])[CH:3]=2)=[CH:13][CH:14]=1. The catalyst class is: 7. (9) Reactant: [O:1]=[S:2]1(=[O:36])[CH2:7][CH2:6][N:5]([C:8]2[CH:13]=[CH:12][C:11]([C:14]3[O:18][C:17]([C:19]4[CH:24]=[CH:23][C:22]([F:25])=[CH:21][CH:20]=4)=[N:16][C:15]=3[C@@H:26]3[CH2:31][CH2:30][CH2:29][CH2:28][C@H:27]3[C:32]([O:34]C)=[O:33])=[CH:10][CH:9]=2)[CH2:4][CH2:3]1.CO.[OH-].[Na+]. Product: [O:36]=[S:2]1(=[O:1])[CH2:7][CH2:6][N:5]([C:8]2[CH:9]=[CH:10][C:11]([C:14]3[O:18][C:17]([C:19]4[CH:20]=[CH:21][C:22]([F:25])=[CH:23][CH:24]=4)=[N:16][C:15]=3[C@@H:26]3[CH2:31][CH2:30][CH2:29][CH2:28][C@H:27]3[C:32]([OH:34])=[O:33])=[CH:12][CH:13]=2)[CH2:4][CH2:3]1. The catalyst class is: 1.